This data is from Full USPTO retrosynthesis dataset with 1.9M reactions from patents (1976-2016). The task is: Predict the reactants needed to synthesize the given product. The reactants are: Cl[CH2:2][CH2:3][CH2:4][C:5]([O:7][CH:8]1[CH2:14][CH2:13][CH2:12][N:11]([C:15](=[O:33])[C:16]2[CH:21]=[CH:20][C:19]([NH:22][C:23](=[O:31])[C:24]3[CH:29]=[CH:28][CH:27]=[CH:26][C:25]=3[CH3:30])=[CH:18][C:17]=2[CH3:32])[C:10]2[CH:34]=[CH:35][C:36]([Cl:38])=[CH:37][C:9]1=2)=[O:6].[C:39]([N:42]1[CH2:47][CH2:46][NH:45][CH2:44][CH2:43]1)(=[O:41])[CH3:40].[I-].[Na+].C(=O)([O-])[O-].[Na+].[Na+]. Given the product [C:39]([N:42]1[CH2:47][CH2:46][N:45]([CH2:2][CH2:3][CH2:4][C:5]([O:7][CH:8]2[CH2:14][CH2:13][CH2:12][N:11]([C:15](=[O:33])[C:16]3[CH:21]=[CH:20][C:19]([NH:22][C:23](=[O:31])[C:24]4[CH:29]=[CH:28][CH:27]=[CH:26][C:25]=4[CH3:30])=[CH:18][C:17]=3[CH3:32])[C:10]3[CH:34]=[CH:35][C:36]([Cl:38])=[CH:37][C:9]2=3)=[O:6])[CH2:44][CH2:43]1)(=[O:41])[CH3:40], predict the reactants needed to synthesize it.